Dataset: NCI-60 drug combinations with 297,098 pairs across 59 cell lines. Task: Regression. Given two drug SMILES strings and cell line genomic features, predict the synergy score measuring deviation from expected non-interaction effect. (1) Cell line: SR. Drug 2: C1C(C(OC1N2C=NC3=C(N=C(N=C32)Cl)N)CO)O. Drug 1: C1CCN(CC1)CCOC2=CC=C(C=C2)C(=O)C3=C(SC4=C3C=CC(=C4)O)C5=CC=C(C=C5)O. Synergy scores: CSS=16.1, Synergy_ZIP=-5.54, Synergy_Bliss=-8.92, Synergy_Loewe=-20.7, Synergy_HSA=-10.2. (2) Drug 1: C1C(C(OC1N2C=NC3=C(N=C(N=C32)Cl)N)CO)O. Drug 2: CCN(CC)CCCC(C)NC1=C2C=C(C=CC2=NC3=C1C=CC(=C3)Cl)OC. Cell line: UO-31. Synergy scores: CSS=30.9, Synergy_ZIP=-1.16, Synergy_Bliss=-0.652, Synergy_Loewe=-3.55, Synergy_HSA=-1.86. (3) Drug 1: COC1=CC(=CC(=C1O)OC)C2C3C(COC3=O)C(C4=CC5=C(C=C24)OCO5)OC6C(C(C7C(O6)COC(O7)C8=CC=CS8)O)O. Drug 2: CC1=C(C=C(C=C1)NC(=O)C2=CC=C(C=C2)CN3CCN(CC3)C)NC4=NC=CC(=N4)C5=CN=CC=C5. Cell line: SNB-75. Synergy scores: CSS=33.5, Synergy_ZIP=2.25, Synergy_Bliss=5.61, Synergy_Loewe=-13.1, Synergy_HSA=5.73. (4) Drug 1: C1=NNC2=C1C(=O)NC=N2. Drug 2: CC1C(C(CC(O1)OC2CC(CC3=C2C(=C4C(=C3O)C(=O)C5=CC=CC=C5C4=O)O)(C(=O)C)O)N)O. Cell line: NCI-H522. Synergy scores: CSS=50.2, Synergy_ZIP=4.90, Synergy_Bliss=6.98, Synergy_Loewe=-3.73, Synergy_HSA=8.13. (5) Synergy scores: CSS=5.38, Synergy_ZIP=0.862, Synergy_Bliss=4.08, Synergy_Loewe=3.95, Synergy_HSA=2.17. Drug 2: CN1C2=C(C=C(C=C2)N(CCCl)CCCl)N=C1CCCC(=O)O.Cl. Cell line: SNB-19. Drug 1: CC1=C2C(C(=O)C3(C(CC4C(C3C(C(C2(C)C)(CC1OC(=O)C(C(C5=CC=CC=C5)NC(=O)OC(C)(C)C)O)O)OC(=O)C6=CC=CC=C6)(CO4)OC(=O)C)O)C)O. (6) Drug 1: C1CN(P(=O)(OC1)NCCCl)CCCl. Drug 2: C(CCl)NC(=O)N(CCCl)N=O. Cell line: SK-MEL-2. Synergy scores: CSS=17.4, Synergy_ZIP=-4.01, Synergy_Bliss=-4.24, Synergy_Loewe=-3.47, Synergy_HSA=-0.556.